Dataset: Reaction yield outcomes from USPTO patents with 853,638 reactions. Task: Predict the reaction yield, written as a fraction of the theoretical maximum amount of product (1.0 means a 100% yield; for example, 0.34 means a 34% yield). (1) The reactants are [NH2:1][C:2]1[N:10]=[CH:9][CH:8]=[CH:7][C:3]=1[C:4]([OH:6])=[O:5].[C:11](OC(=O)CC)(=O)[CH2:12][CH3:13]. The product is [CH2:12]([C:13]1[O:5][C:4](=[O:6])[C:3]2[CH:7]=[CH:8][CH:9]=[N:10][C:2]=2[N:1]=1)[CH3:11]. No catalyst specified. The yield is 0.860. (2) The reactants are [CH:1]([C@H:4]1[N:9]([C:10]2[N:15]=[C:14]([CH3:16])[C:13]([C:17](OC)=[O:18])=[CH:12][N:11]=2)[CH2:8][CH2:7][N:6]2[C:21]3[CH:27]=[C:26]([S:28]([CH3:31])(=[O:30])=[O:29])[C:25]([C:32](OC)=[O:33])=[CH:24][C:22]=3[N:23]=[C:5]12)([CH3:3])[CH3:2].CC(C[AlH]CC(C)C)C.[NH4+].[Cl-]. The catalyst is C1(C)C=CC=CC=1. The product is [OH:33][CH2:32][C:25]1[C:26]([S:28]([CH3:31])(=[O:30])=[O:29])=[CH:27][C:21]2[N:6]3[CH2:7][CH2:8][N:9]([C:10]4[N:15]=[C:14]([CH3:16])[C:13]([CH2:17][OH:18])=[CH:12][N:11]=4)[C@H:4]([CH:1]([CH3:2])[CH3:3])[C:5]3=[N:23][C:22]=2[CH:24]=1. The yield is 0.123.